Dataset: Reaction yield outcomes from USPTO patents with 853,638 reactions. Task: Predict the reaction yield, written as a fraction of the theoretical maximum amount of product (1.0 means a 100% yield; for example, 0.34 means a 34% yield). (1) The reactants are O[C:2]1[C:9]([Br:10])=[C:8]([O:11][CH3:12])[CH:7]=[CH:6][C:3]=1[CH:4]=[O:5].[Si:13](Cl)([C:16]([CH3:19])([CH3:18])[CH3:17])([CH3:15])[CH3:14]. The catalyst is CN(C=O)C. The product is [Si:13]([C:2]1[C:9]([Br:10])=[C:8]([O:11][CH3:12])[CH:7]=[CH:6][C:3]=1[CH:4]=[O:5])([C:16]([CH3:19])([CH3:18])[CH3:17])([CH3:15])[CH3:14]. The yield is 0.831. (2) The reactants are [CH3:1][C:2]1[C:10]2[C:5](=[CH:6][C:7]([NH2:11])=[CH:8][CH:9]=2)[NH:4][N:3]=1.C([O-])(O)=O.[Na+].[F:17][C:18]1[C:19](Cl)=[N:20][C:21]([Cl:24])=[N:22][CH:23]=1. The catalyst is C1COCC1.CCO. The product is [Cl:24][C:21]1[N:22]=[C:23]([NH:11][C:7]2[CH:6]=[C:5]3[C:10]([C:2]([CH3:1])=[N:3][NH:4]3)=[CH:9][CH:8]=2)[C:18]([F:17])=[CH:19][N:20]=1. The yield is 0.890. (3) The reactants are [F:1][C:2]([F:19])([F:18])[C:3]([C:5]1[C:13]2[C:8](=[CH:9][C:10]([C:14]([F:17])([F:16])[F:15])=[CH:11][CH:12]=2)[NH:7][CH:6]=1)=[O:4].C(=O)([O-])[O-].[K+].[K+].I[CH:27]([CH3:29])[CH3:28]. The catalyst is CN(C)C=O. The product is [F:19][C:2]([F:1])([F:18])[C:3]([C:5]1[C:13]2[C:8](=[CH:9][C:10]([C:14]([F:15])([F:16])[F:17])=[CH:11][CH:12]=2)[N:7]([CH:27]([CH3:29])[CH3:28])[CH:6]=1)=[O:4]. The yield is 0.740. (4) The reactants are [C:1]([O:5][C@@H:6]([C:12]1[C:13]([CH3:27])=[N:14][C:15]2[N:16]([N:19]=[C:20]([C:22]([O:24][CH2:25][CH3:26])=[O:23])[CH:21]=2)[C:17]=1I)[C:7]([O:9][CH2:10][CH3:11])=[O:8])([CH3:4])([CH3:3])[CH3:2].[F:28][C:29]1[CH:30]=[C:31](B2OC(C)(C)C(C)(C)O2)[C:32]([CH3:39])=[C:33]2[C:38]=1[O:37][CH2:36][CH2:35][CH2:34]2.C([O-])([O-])=O.[Na+].[Na+].O. The catalyst is CN(C=O)C.C1C=CC([P]([Pd]([P](C2C=CC=CC=2)(C2C=CC=CC=2)C2C=CC=CC=2)([P](C2C=CC=CC=2)(C2C=CC=CC=2)C2C=CC=CC=2)[P](C2C=CC=CC=2)(C2C=CC=CC=2)C2C=CC=CC=2)(C2C=CC=CC=2)C2C=CC=CC=2)=CC=1. The product is [C:1]([O:5][C@@H:6]([C:12]1[C:13]([CH3:27])=[N:14][C:15]2[N:16]([N:19]=[C:20]([C:22]([O:24][CH2:25][CH3:26])=[O:23])[CH:21]=2)[C:17]=1[C:31]1[C:32]([CH3:39])=[C:33]2[C:38](=[C:29]([F:28])[CH:30]=1)[O:37][CH2:36][CH2:35][CH2:34]2)[C:7]([O:9][CH2:10][CH3:11])=[O:8])([CH3:4])([CH3:3])[CH3:2]. The yield is 0.820. (5) The reactants are [Br:1][C:2]1[CH:3]=[C:4]([C:8]2[N:13]([CH2:14][C:15]3[CH:20]=[CH:19][CH:18]=[CH:17][CH:16]=3)[C:12](=[O:21])[CH:11]=[C:10]([OH:22])[N:9]=2)[CH:5]=[CH:6][CH:7]=1.[Cl-].C[Al+]C.CCCCCC.[CH2:33]([NH2:40])C1C=CC=CC=1.BrC1C=C(C=CC=1)C#N.[OH-:50].[Na+].C(OCC)(=O)[CH2:53][C:54]([O:56]CC)=[O:55].C[O-].[Na+].Cl. The catalyst is C1(C)C=CC=CC=1.CO.O.COCCO. The product is [Br:1][C:2]1[CH:3]=[C:4]([C:8]2[N:13]([CH2:14][C:15]3[CH:16]=[CH:17][CH:18]=[CH:19][CH:20]=3)[C:12](=[O:21])[C:11]([C:33]([NH:40][CH2:53][C:54]([OH:56])=[O:55])=[O:50])=[C:10]([OH:22])[N:9]=2)[CH:5]=[CH:6][CH:7]=1. The yield is 0.500. (6) The reactants are [Cl:1][C:2]1[CH:3]=[C:4]([CH:19]=[CH:20][C:21]=1[Cl:22])[CH2:5][NH:6][C:7]1[C:16]2[C:11](=[C:12]([OH:17])[CH:13]=[CH:14][CH:15]=2)[N:10]=[C:9]([CH3:18])[CH:8]=1.[H-].[Na+].[CH:25](I)([CH3:27])[CH3:26].[Na+].[Cl-]. The catalyst is CN(C)C=O. The product is [ClH:1].[Cl:1][C:2]1[CH:3]=[C:4]([CH:19]=[CH:20][C:21]=1[Cl:22])[CH2:5][NH:6][C:7]1[C:16]2[C:11](=[C:12]([O:17][CH:25]([CH3:27])[CH3:26])[CH:13]=[CH:14][CH:15]=2)[N:10]=[C:9]([CH3:18])[CH:8]=1. The yield is 0.170. (7) The reactants are N1C=CC=CC=1NC1C=CC=CC=1C(N[C:13]1[CH:18]=[CH:17][C:16]([Br:19])=[CH:15][CH:14]=1)=O.[N+:24]([C:27]1[CH:39]=[CH:38][CH:37]=[CH:36][C:28]=1[NH:29][C:30]1[CH:35]=[CH:34][CH:33]=[CH:32][N:31]=1)([O-])=O.[C:40]1(C)C(C)=CC=CC=1. No catalyst specified. The product is [N:31]1[CH:32]=[CH:33][CH:34]=[CH:35][C:30]=1[N:29]1[C:28]2[CH:36]=[CH:37][CH:38]=[CH:39][C:27]=2[N:24]=[C:40]1[C:13]1[CH:14]=[CH:15][C:16]([Br:19])=[CH:17][CH:18]=1. The yield is 0.670. (8) The reactants are [CH3:1][C:2]1([CH3:13])[CH2:6][C:5]2([CH2:11][CH2:10][C:9](=[O:12])[CH2:8][CH2:7]2)[O:4][CH2:3]1.C1C=CC(N([S:21]([C:24]([F:27])([F:26])[F:25])(=[O:23])=[O:22])[S:21]([C:24]([F:27])([F:26])[F:25])(=[O:23])=[O:22])=CC=1. The catalyst is O1CCCC1. The product is [F:25][C:24]([F:27])([F:26])[S:21]([O:12][C:9]1[CH2:10][CH2:11][C:5]2([O:4][CH2:3][C:2]([CH3:13])([CH3:1])[CH2:6]2)[CH2:7][CH:8]=1)(=[O:23])=[O:22]. The yield is 0.490. (9) The reactants are CCCC[CH2:5][CH3:6].[H-].[Na+].[CH2:9]([C:13]1[NH:14][CH:15]=[CH:16][N:17]=1)[CH2:10][CH2:11][CH3:12].[CH3:18][Si:19](C)([CH3:25])[CH2:20]COCCl.CN(C)[CH:29]=[O:30]. No catalyst specified. The product is [CH2:9]([C:13]1[N:14]([Si:19]([CH3:25])([CH3:20])[CH3:18])[CH:15]=[C:16]([CH2:29][O:30][CH2:5][CH3:6])[N:17]=1)[CH2:10][CH2:11][CH3:12]. The yield is 0.960. (10) The product is [C:12]1([S:18]([N:1]2[C:9]3[CH:8]=[CH:7][N:6]=[CH:5][C:4]=3[CH:3]=[CH:2]2)(=[O:20])=[O:19])[CH:17]=[CH:16][CH:15]=[CH:14][CH:13]=1. The catalyst is C1COCC1. The reactants are [NH:1]1[C:9]2[CH:8]=[CH:7][N:6]=[CH:5][C:4]=2[CH:3]=[CH:2]1.[H-].[Na+].[C:12]1([S:18](Cl)(=[O:20])=[O:19])[CH:17]=[CH:16][CH:15]=[CH:14][CH:13]=1. The yield is 0.550.